This data is from Forward reaction prediction with 1.9M reactions from USPTO patents (1976-2016). The task is: Predict the product of the given reaction. (1) Given the reactants [C:9](O[C:9]([O:11][C:12]([CH3:15])([CH3:14])[CH3:13])=[O:10])([O:11][C:12]([CH3:15])([CH3:14])[CH3:13])=[O:10].C(N(CC)CC)C.Cl.[Cl:24][C:25]1[CH:30]=[CH:29][CH:28]=[CH:27][C:26]=1[NH:31][NH2:32], predict the reaction product. The product is: [C:12]([O:11][C:9]([NH:32][NH:31][C:26]1[CH:27]=[CH:28][CH:29]=[CH:30][C:25]=1[Cl:24])=[O:10])([CH3:13])([CH3:14])[CH3:15]. (2) Given the reactants [F:1][C:2]([F:34])([F:33])[C:3]([C:12]1[CH:29]=[CH:28][C:15]([O:16][C:17]2[CH:18]=[C:19]([C:24]([I:27])=[CH:25][N:26]=2)[C:20]([O:22]C)=[O:21])=[C:14]([CH2:30][CH2:31][CH3:32])[CH:13]=1)([O:8][CH2:9][O:10][CH3:11])[C:4]([F:7])([F:6])[F:5].[OH-].[Na+].Cl.C(=O)([O-])O.[Na+], predict the reaction product. The product is: [F:34][C:2]([F:1])([F:33])[C:3]([C:12]1[CH:29]=[CH:28][C:15]([O:16][C:17]2[CH:18]=[C:19]([C:24]([I:27])=[CH:25][N:26]=2)[C:20]([OH:22])=[O:21])=[C:14]([CH2:30][CH2:31][CH3:32])[CH:13]=1)([O:8][CH2:9][O:10][CH3:11])[C:4]([F:7])([F:6])[F:5]. (3) Given the reactants [C:1]([NH:4][S:5]([CH2:8][CH2:9][C:10]1[CH:15]=[CH:14][C:13]([NH2:16])=[CH:12][CH:11]=1)(=[O:7])=[O:6])(=[O:3])[CH3:2].[CH3:17][O:18][NH:19][C:20]([C:22]1[C:23](=[O:45])[C:24]2[CH:29]=[N:28][C:27](S(C)(=O)=O)=[N:26][C:25]=2[N:34]([C:36]2[CH:37]=[C:38]3[C:42](=[CH:43][CH:44]=2)[CH2:41][CH2:40][CH2:39]3)[CH:35]=1)=[O:21], predict the reaction product. The product is: [CH3:17][O:18][NH:19][C:20]([C:22]1[C:23](=[O:45])[C:24]2[CH:29]=[N:28][C:27]([NH:16][C:13]3[CH:12]=[CH:11][C:10]([CH2:9][CH2:8][S:5](=[O:7])(=[O:6])[NH:4][C:1](=[O:3])[CH3:2])=[CH:15][CH:14]=3)=[N:26][C:25]=2[N:34]([C:36]2[CH:37]=[C:38]3[C:42](=[CH:43][CH:44]=2)[CH2:41][CH2:40][CH2:39]3)[CH:35]=1)=[O:21]. (4) Given the reactants [Cl:1][C:2]1[CH:7]=[CH:6][CH:5]=[CH:4][C:3]=1[N:8]1[C:12]([S:13]([C:16]2[CH:17]=[N:18][C:19](Cl)=[CH:20][CH:21]=2)(=[O:15])=[O:14])=[CH:11][C:10]([CH2:23][N:24]([CH3:32])[C:25](=[O:31])[O:26][C:27]([CH3:30])([CH3:29])[CH3:28])=[N:9]1.[CH3:33]B1OB(C)OB(C)O1.C(=O)([O-])[O-].[K+].[K+].O, predict the reaction product. The product is: [Cl:1][C:2]1[CH:7]=[CH:6][CH:5]=[CH:4][C:3]=1[N:8]1[C:12]([S:13]([C:16]2[CH:17]=[N:18][C:19]([CH3:33])=[CH:20][CH:21]=2)(=[O:14])=[O:15])=[CH:11][C:10]([CH2:23][N:24]([CH3:32])[C:25](=[O:31])[O:26][C:27]([CH3:30])([CH3:29])[CH3:28])=[N:9]1. (5) Given the reactants [ClH:1].C([O:5][C:6]1[C:7]([C:16]([N:18]([C:22]2[CH:27]=[CH:26][C:25]([NH2:28])=[CH:24][CH:23]=2)[C:19]([NH2:21])=[NH:20])=[O:17])=[CH:8][C:9]2[C:14]([CH:15]=1)=[CH:13][CH:12]=[CH:11][CH:10]=2)(=O)C.[OH-].[Na+].Cl, predict the reaction product. The product is: [ClH:1].[OH:5][C:6]1[C:7]([C:16]([N:18]([C:22]2[CH:23]=[CH:24][C:25]([NH2:28])=[CH:26][CH:27]=2)[C:19]([NH2:21])=[NH:20])=[O:17])=[CH:8][C:9]2[C:14]([CH:15]=1)=[CH:13][CH:12]=[CH:11][CH:10]=2. (6) Given the reactants [CH2:1]([N:8]([CH2:10][C:11]1[C:12]([C:43](O)=[O:44])=[C:13]([N:28]([CH2:34][C:35]2[C:40]([F:41])=[CH:39][CH:38]=[CH:37][C:36]=2[F:42])[C:29](OCC)=[O:30])[S:14][C:15]=1[C:16]1[CH:21]=[CH:20][C:19]([NH:22][C:23]([NH:25][O:26][CH3:27])=[O:24])=[CH:18][CH:17]=1)[CH3:9])[C:2]1[CH:7]=[CH:6][CH:5]=[CH:4][CH:3]=1.[NH2:46][C@H:47]1[CH2:52][CH2:51][C@H:50]([OH:53])[CH2:49][CH2:48]1, predict the reaction product. The product is: [CH2:1]([N:8]([CH2:10][C:11]1[C:12]2[C:43](=[O:44])[N:46]([CH:47]3[CH2:52][CH2:51][CH:50]([OH:53])[CH2:49][CH2:48]3)[C:29](=[O:30])[N:28]([CH2:34][C:35]3[C:40]([F:41])=[CH:39][CH:38]=[CH:37][C:36]=3[F:42])[C:13]=2[S:14][C:15]=1[C:16]1[CH:17]=[CH:18][C:19]([NH:22][C:23]([NH:25][O:26][CH3:27])=[O:24])=[CH:20][CH:21]=1)[CH3:9])[C:2]1[CH:3]=[CH:4][CH:5]=[CH:6][CH:7]=1. (7) Given the reactants Br[C:2]1[CH:3]=[CH:4][C:5]([C:8]2[CH2:12][C@@H:11]([CH2:13][N:14]3[CH2:19][CH2:18][S:17](=[O:21])(=[O:20])[CH2:16][CH2:15]3)[O:10][N:9]=2)=[N:6][CH:7]=1.[F:22][C:23]1[CH:24]=[C:25]([N:38]2[CH2:42][C@H:41]([CH2:43][N:44]3[CH:48]=[CH:47][N:46]=[N:45]3)[O:40][C:39]2=[O:49])[CH:26]=[CH:27][C:28]=1B1OC(C)(C)C(C)(C)O1.C(=O)([O-])[O-].[K+].[K+], predict the reaction product. The product is: [O:20]=[S:17]1(=[O:21])[CH2:18][CH2:19][N:14]([CH2:13][C@H:11]2[O:10][N:9]=[C:8]([C:5]3[N:6]=[CH:7][C:2]([C:28]4[CH:27]=[CH:26][C:25]([N:38]5[CH2:42][C@H:41]([CH2:43][N:44]6[CH:48]=[CH:47][N:46]=[N:45]6)[O:40][C:39]5=[O:49])=[CH:24][C:23]=4[F:22])=[CH:3][CH:4]=3)[CH2:12]2)[CH2:15][CH2:16]1. (8) Given the reactants [C:1]([C:3]1[CH:4]=[C:5]([NH:9][C:10](=[O:33])[NH:11][C:12]2[CH:17]=[CH:16][C:15]([S:18]([NH:21][CH2:22][C:23]3[CH:28]=[CH:27][C:26]([S:29](=[O:32])(=[O:31])[NH2:30])=[CH:25][CH:24]=3)(=[O:20])=[O:19])=[CH:14][CH:13]=2)[CH:6]=[CH:7][CH:8]=1)#[N:2].[CH2:34]([N:37]1[CH2:42][CH2:41][NH:40][CH2:39][CH2:38]1)[CH:35]=[CH2:36], predict the reaction product. The product is: [CH2:34]([N:37]1[CH2:42][CH2:41][N:40]([C:1](=[NH:2])[C:3]2[CH:4]=[C:5]([NH:9][C:10](=[O:33])[NH:11][C:12]3[CH:17]=[CH:16][C:15]([S:18]([NH:21][CH2:22][C:23]4[CH:28]=[CH:27][C:26]([S:29](=[O:31])(=[O:32])[NH2:30])=[CH:25][CH:24]=4)(=[O:20])=[O:19])=[CH:14][CH:13]=3)[CH:6]=[CH:7][CH:8]=2)[CH2:39][CH2:38]1)[CH:35]=[CH2:36].